Dataset: Catalyst prediction with 721,799 reactions and 888 catalyst types from USPTO. Task: Predict which catalyst facilitates the given reaction. (1) Reactant: O=[C:2]1[C:11]2[C:6](=[CH:7][CH:8]=[CH:9][CH:10]=2)[NH:5][C:4](=[S:12])[NH:3]1.COC1C=CC(P2(SP(C3C=CC(OC)=CC=3)(=S)S2)=[S:22])=CC=1. Product: [S:12]=[C:4]1[NH:3][C:2](=[S:22])[C:11]2[C:6](=[CH:7][CH:8]=[CH:9][CH:10]=2)[NH:5]1. The catalyst class is: 11. (2) Reactant: [Cl:1][C:2]1[CH:10]=[C:9]([C:11]2[NH:15][N:14]=[N:13][N:12]=2)[CH:8]=[C:7]([Cl:16])[C:3]=1[C:4]([OH:6])=O.Cl.CN(C)CCCN=C=NCC.O.ON1C2C=CC=CC=2N=N1.Cl.[CH2:41]([O:43][C:44](=[O:66])[C@@H:45]([NH2:65])[CH2:46][C:47]1[CH:52]=[CH:51][C:50]([N:53]2[C:61](=[O:62])[C:60]3[C:55](=[CH:56][CH:57]=[CH:58][C:59]=3[CH3:63])[C:54]2=[O:64])=[CH:49][CH:48]=1)[CH3:42]. Product: [CH2:41]([O:43][C:44](=[O:66])[C@@H:45]([NH:65][C:4](=[O:6])[C:3]1[C:7]([Cl:16])=[CH:8][C:9]([C:11]2[NH:15][N:14]=[N:13][N:12]=2)=[CH:10][C:2]=1[Cl:1])[CH2:46][C:47]1[CH:48]=[CH:49][C:50]([N:53]2[C:61](=[O:62])[C:60]3[C:55](=[CH:56][CH:57]=[CH:58][C:59]=3[CH3:63])[C:54]2=[O:64])=[CH:51][CH:52]=1)[CH3:42]. The catalyst class is: 236. (3) Reactant: C[O:2][C:3](=[O:29])[C:4]1[CH:9]=[CH:8][C:7]([CH:10]([O:15][C:16]2[CH:21]=[CH:20][C:19]([Br:22])=[C:18]([CH:23]3[O:28][CH2:27][CH2:26][CH2:25][O:24]3)[CH:17]=2)[CH2:11][CH:12]([CH3:14])[CH3:13])=[CH:6][CH:5]=1.[OH-].[Na+]. Product: [Br:22][C:19]1[CH:20]=[CH:21][C:16]([O:15][CH:10]([C:7]2[CH:8]=[CH:9][C:4]([C:3]([OH:29])=[O:2])=[CH:5][CH:6]=2)[CH2:11][CH:12]([CH3:13])[CH3:14])=[CH:17][C:18]=1[CH:23]1[O:24][CH2:25][CH2:26][CH2:27][O:28]1. The catalyst class is: 5. (4) Reactant: C([O:4][C:5]1[C:6]2[CH2:7][CH2:8][NH:9][CH2:10][C:11]=2[CH:12]=[CH:13][CH:14]=1)(=O)C.Cl[C:16]1[N:21]=[CH:20][C:19]([CH2:22][CH3:23])=[CH:18][N:17]=1.C(=O)([O-])[O-].[Cs+].[Cs+].C(OCC)(=O)C. Product: [CH2:22]([C:19]1[CH:18]=[N:17][C:16]([N:9]2[CH2:8][CH2:7][C:6]3[C:5]([OH:4])=[CH:14][CH:13]=[CH:12][C:11]=3[CH2:10]2)=[N:21][CH:20]=1)[CH3:23]. The catalyst class is: 44.